From a dataset of NCI-60 drug combinations with 297,098 pairs across 59 cell lines. Regression. Given two drug SMILES strings and cell line genomic features, predict the synergy score measuring deviation from expected non-interaction effect. Cell line: SF-295. Drug 2: N.N.Cl[Pt+2]Cl. Drug 1: COC1=C2C(=CC3=C1OC=C3)C=CC(=O)O2. Synergy scores: CSS=34.4, Synergy_ZIP=0.133, Synergy_Bliss=-0.0592, Synergy_Loewe=-21.9, Synergy_HSA=-0.674.